The task is: Predict which catalyst facilitates the given reaction.. This data is from Catalyst prediction with 721,799 reactions and 888 catalyst types from USPTO. Reactant: [Br:1][C:2]1[CH:10]=[CH:9][C:5]([C:6]([OH:8])=O)=[CH:4][C:3]=1[F:11].[CH3:12][NH:13][CH:14]1[CH2:18][N:17]([CH3:19])[CH2:16][CH2:15]1.CN(C(ON1N=NC2C=CC=CC1=2)=[N+](C)C)C.[B-](F)(F)(F)F. Product: [Br:1][C:2]1[CH:10]=[CH:9][C:5]([C:6]([N:13]([CH3:12])[CH:14]2[CH2:15][CH2:16][N:17]([CH3:19])[CH2:18]2)=[O:8])=[CH:4][C:3]=1[F:11]. The catalyst class is: 3.